Dataset: Peptide-MHC class I binding affinity with 185,985 pairs from IEDB/IMGT. Task: Regression. Given a peptide amino acid sequence and an MHC pseudo amino acid sequence, predict their binding affinity value. This is MHC class I binding data. The peptide sequence is KRLQILGYL. The MHC is HLA-A68:02 with pseudo-sequence HLA-A68:02. The binding affinity (normalized) is 0.0847.